Dataset: Catalyst prediction with 721,799 reactions and 888 catalyst types from USPTO. Task: Predict which catalyst facilitates the given reaction. (1) Product: [ClH:16].[Cl:16][CH2:12][N:9]1[CH:10]=[CH:11][C:7]([C:1]2[CH:6]=[CH:5][CH:4]=[CH:3][CH:2]=2)=[N:8]1. The catalyst class is: 4. Reactant: [C:1]1([C:7]2[CH:11]=[CH:10][N:9]([CH2:12]O)[N:8]=2)[CH:6]=[CH:5][CH:4]=[CH:3][CH:2]=1.S(Cl)([Cl:16])=O. (2) Reactant: [C:1]1([O:9][Si](C)(C)C)[CH2:8][CH2:7][CH2:6][CH2:5][CH2:4][CH2:3][CH:2]=1.[B-](F)(F)(F)[F:15].[B-](F)(F)(F)F.C1[N+]2(CCl)CC[N+](F)(CC2)C1.FF. Product: [F:15][CH:2]1[CH2:3][CH2:4][CH2:5][CH2:6][CH2:7][CH2:8][C:1]1=[O:9]. The catalyst class is: 3. (3) Reactant: [Cl:1][C:2]1[CH:3]=[CH:4][C:5]2[S:9][CH:8]=[C:7]([CH2:10][CH2:11][N:12]3[CH2:17][CH:16]=[C:15]([C:18]4[C:26]5[C:21](=[CH:22][CH:23]=[CH:24][CH:25]=5)[NH:20][CH:19]=4)[CH2:14][CH2:13]3)[C:6]=2[CH:27]=1.[CH3:28][CH2:29][CH2:30]CCC.C(Br)C=C. Product: [Cl:1][C:2]1[CH:3]=[CH:4][C:5]2[S:9][CH:8]=[C:7]([CH2:10][CH2:11][N:12]3[CH2:13][CH:14]=[C:15]([C:18]4[C:26]5[C:21](=[CH:22][CH:23]=[CH:24][CH:25]=5)[N:20]([CH2:30][CH:29]=[CH2:28])[CH:19]=4)[CH2:16][CH2:17]3)[C:6]=2[CH:27]=1. The catalyst class is: 1. (4) Reactant: [F:1][C:2]1[CH:36]=[C:35]([NH:37][C:38]([NH:40][C:41](=[O:49])[CH2:42][C:43]2[CH:48]=[CH:47][CH:46]=[CH:45][CH:44]=2)=[S:39])[CH:34]=[CH:33][C:3]=1[O:4][C:5]1[CH:10]=[CH:9][N:8]=[C:7]2[CH:11]=[C:12]([C:14]3[N:15]([CH3:32])[C:16]([CH2:19][N:20]([CH2:28][CH2:29][O:30][CH3:31])C(=O)OC(C)(C)C)=[CH:17][N:18]=3)[S:13][C:6]=12.C(O)(C(F)(F)F)=O. Product: [F:1][C:2]1[CH:36]=[C:35]([NH:37][C:38]([NH:40][C:41](=[O:49])[CH2:42][C:43]2[CH:44]=[CH:45][CH:46]=[CH:47][CH:48]=2)=[S:39])[CH:34]=[CH:33][C:3]=1[O:4][C:5]1[CH:10]=[CH:9][N:8]=[C:7]2[CH:11]=[C:12]([C:14]3[N:15]([CH3:32])[C:16]([CH2:19][NH:20][CH2:28][CH2:29][O:30][CH3:31])=[CH:17][N:18]=3)[S:13][C:6]=12. The catalyst class is: 11. (5) Reactant: C1C=CC(P(C2C(C3C(P(C4C=CC=CC=4)C4C=CC=CC=4)=CC=C4C=3C=CC=C4)=C3C(C=CC=C3)=CC=2)C2C=CC=CC=2)=CC=1.Cl[C:48]1[N:53]=[CH:52][C:51]([CH:54]([CH3:60])[C:55]([O:57][CH2:58][CH3:59])=[O:56])=[CH:50][CH:49]=1.[Cl:61][C:62]1[CH:70]=[CH:69][C:65]([C:66]([NH2:68])=[O:67])=[CH:64][CH:63]=1.C(=O)([O-])[O-].[Cs+].[Cs+]. Product: [Cl:61][C:62]1[CH:70]=[CH:69][C:65]([C:66]([NH:68][C:48]2[N:53]=[CH:52][C:51]([CH:54]([CH3:60])[C:55]([O:57][CH2:58][CH3:59])=[O:56])=[CH:50][CH:49]=2)=[O:67])=[CH:64][CH:63]=1. The catalyst class is: 487. (6) Reactant: [CH3:1][O:2][C:3]([C:5]1[S:6][C:7]([C:11]([OH:13])=O)=[CH:8][C:9]=1[CH3:10])=[O:4].C([N:16]([CH2:19][CH3:20])[CH2:17][CH3:18])C.C1[CH:22]=[CH:23][C:24]2N(O)N=[N:27][C:25]=2C=1.[CH3:31]N(C(ON1N=NC2C=CC=CC1=2)=[N+](C)C)C.F[P-](F)(F)(F)(F)F. Product: [CH3:1][O:2][C:3]([C:5]1[S:6][C:7]([C:11](=[O:13])[NH:27][CH2:25][C:24]2[CH:23]=[CH:22][CH:18]=[C:17]3[C:31]=2[CH:20]=[CH:19][NH:16]3)=[CH:8][C:9]=1[CH3:10])=[O:4]. The catalyst class is: 3. (7) Reactant: [Cl:1][C:2]1[N:7]=[N:6][C:5]([NH2:8])=[CH:4][CH:3]=1.CCN(C(C)C)C(C)C.[C:18]1([CH2:24][C:25](Cl)=[O:26])[CH:23]=[CH:22][CH:21]=[CH:20][CH:19]=1. Product: [Cl:1][C:2]1[N:7]=[N:6][C:5]([NH:8][C:25](=[O:26])[CH2:24][C:18]2[CH:23]=[CH:22][CH:21]=[CH:20][CH:19]=2)=[CH:4][CH:3]=1. The catalyst class is: 37. (8) Reactant: N#N.[C:3]1([CH:9]=[CH:10][C:11]([NH2:13])=[O:12])[CH:8]=[CH:7][CH:6]=[CH:5][CH:4]=1.C([O-])(O)=O.[Na+].[CH2:19]([O:21][C:22](=[O:27])[C:23](=O)[CH2:24]Br)[CH3:20].FC(F)(F)C(OC(=O)C(F)(F)F)=O.C([O-])([O-])=O.[Na+].[Na+]. Product: [CH2:19]([O:21][C:22]([C:23]1[N:13]=[C:11](/[CH:10]=[CH:9]/[C:3]2[CH:8]=[CH:7][CH:6]=[CH:5][CH:4]=2)[O:12][CH:24]=1)=[O:27])[CH3:20]. The catalyst class is: 1.